Dataset: NCI-60 drug combinations with 297,098 pairs across 59 cell lines. Task: Regression. Given two drug SMILES strings and cell line genomic features, predict the synergy score measuring deviation from expected non-interaction effect. Drug 1: CN(C)C1=NC(=NC(=N1)N(C)C)N(C)C. Drug 2: COC1=C2C(=CC3=C1OC=C3)C=CC(=O)O2. Cell line: OVCAR-4. Synergy scores: CSS=-4.72, Synergy_ZIP=0.956, Synergy_Bliss=-0.630, Synergy_Loewe=-3.91, Synergy_HSA=-3.98.